The task is: Predict the reactants needed to synthesize the given product.. This data is from Full USPTO retrosynthesis dataset with 1.9M reactions from patents (1976-2016). (1) Given the product [CH3:17][N:8]1[C:7](=[O:18])[C:6]2=[C:2]([O:34][C:28]3[CH:33]=[CH:32][CH:31]=[CH:30][CH:29]=3)[N:3]([CH2:19][C:20]3[CH:21]=[CH:22][C:23]([O:26][CH3:27])=[CH:24][CH:25]=3)[CH:4]=[C:5]2[N:10]2[C@H:11]3[CH2:16][CH2:15][CH2:14][C@H:12]3[N:13]=[C:9]12, predict the reactants needed to synthesize it. The reactants are: Cl[C:2]1[N:3]([CH2:19][C:20]2[CH:25]=[CH:24][C:23]([O:26][CH3:27])=[CH:22][CH:21]=2)[CH:4]=[C:5]2[N:10]3[C@H:11]4[CH2:16][CH2:15][CH2:14][C@H:12]4[N:13]=[C:9]3[N:8]([CH3:17])[C:7](=[O:18])[C:6]=12.[C:28]1([OH:34])[CH:33]=[CH:32][CH:31]=[CH:30][CH:29]=1.C([O-])([O-])=O.[K+].[K+]. (2) Given the product [Si:24]([O:23][CH2:22][C@:19]1([CH3:21])[S:18][CH2:17][CH2:16][N:15]2[C:11]([C:8]3([C:5]4[CH:6]=[CH:7][C:2]([C:36]5[CH:35]=[N:34][N:33]([CH2:31][CH3:32])[CH:37]=5)=[CH:3][CH:4]=4)[CH2:10][CH2:9]3)=[N:12][N:13]=[C:14]2[CH2:20]1)([C:27]([CH3:30])([CH3:29])[CH3:28])([CH3:26])[CH3:25], predict the reactants needed to synthesize it. The reactants are: Br[C:2]1[CH:7]=[CH:6][C:5]([C:8]2([C:11]3[N:15]4[CH2:16][CH2:17][S:18][C@:19]([CH2:22][O:23][Si:24]([C:27]([CH3:30])([CH3:29])[CH3:28])([CH3:26])[CH3:25])([CH3:21])[CH2:20][C:14]4=[N:13][N:12]=3)[CH2:10][CH2:9]2)=[CH:4][CH:3]=1.[CH2:31]([N:33]1[CH:37]=[C:36](B2OC(C)(C)C(C)(C)O2)[CH:35]=[N:34]1)[CH3:32].C(=O)([O-])[O-].[K+].[K+]. (3) Given the product [C:45]([O:15][C:13](=[O:14])[CH2:12][CH2:11][CH2:10][CH2:9][CH2:8][C@H:7]([NH:16][C:17]([O:19][CH2:20][C:21]1[CH:22]=[CH:23][CH:24]=[CH:25][CH:26]=1)=[O:18])[C:6](=[O:27])[NH:28][C:29]1[CH:30]=[C:31]2[C:36](=[CH:37][CH:38]=1)[N:35]=[CH:34][CH:33]=[CH:32]2)([CH3:46])([CH3:50])[CH3:44], predict the reactants needed to synthesize it. The reactants are: C(O[C:6](=[O:27])[C@@H:7]([NH:16][C:17]([O:19][CH2:20][C:21]1[CH:26]=[CH:25][CH:24]=[CH:23][CH:22]=1)=[O:18])[CH2:8][CH2:9][CH2:10][CH2:11][CH2:12][C:13]([OH:15])=[O:14])(C)(C)C.[NH2:28][C:29]1[CH:30]=[C:31]2[C:36](=[CH:37][CH:38]=1)[N:35]=[CH:34][CH:33]=[CH:32]2.CCN=C=N[CH2:44][CH2:45][CH2:46]N(C)C.[C:50](OCC)(=O)C.